From a dataset of Forward reaction prediction with 1.9M reactions from USPTO patents (1976-2016). Predict the product of the given reaction. (1) Given the reactants O=[O+][O-].[C:4](O)(=O)CCCCC(O)=O.C(O)(=O)[C:15]1[CH:23]=[CH:22][C:18]([C:19]([OH:21])=O)=[CH:17][CH:16]=1, predict the reaction product. The product is: [C:19]([C:18]1[CH:17]=[CH:16][CH:15]=[CH:23][CH:22]=1)(=[O:21])[CH3:4]. (2) Given the reactants Br[C:2]1[CH:3]=[C:4]2[C:9](=[CH:10][CH:11]=1)[N:8]=[C:7]([CH3:12])[C:6]([C:13](=[O:18])[C:14]([F:17])([F:16])[F:15])=[C:5]2[C:19]1[CH:24]=[CH:23][C:22]([F:25])=[CH:21][CH:20]=1.[NH:26]1[CH2:31][CH2:30][O:29][CH2:28][CH2:27]1, predict the reaction product. The product is: [F:15][C:14]([F:16])([F:17])[C:13]([C:6]1[C:7]([CH3:12])=[N:8][C:9]2[C:4]([C:5]=1[C:19]1[CH:24]=[CH:23][C:22]([F:25])=[CH:21][CH:20]=1)=[CH:3][C:2]([N:26]1[CH2:31][CH2:30][O:29][CH2:28][CH2:27]1)=[CH:11][CH:10]=2)=[O:18]. (3) Given the reactants C(OC(=O)[NH:7][C@H:8]1[CH2:12][C:11](=[O:13])[N:10]([C:14]2[CH:15]=[CH:16][C:17]3[O:22][CH2:21][C:20](=[O:23])[N:19](COC)[C:18]=3[CH:27]=2)[CH2:9]1)(C)(C)C.Cl.C(=O)([O-])O.[Na+], predict the reaction product. The product is: [NH2:7][C@@H:8]1[CH2:9][N:10]([C:14]2[CH:15]=[CH:16][C:17]3[O:22][CH2:21][C:20](=[O:23])[NH:19][C:18]=3[CH:27]=2)[C:11](=[O:13])[CH2:12]1. (4) The product is: [C:15]([O:19][CH2:20][CH2:21][CH2:22][O:23][N:44]1[C:48](=[O:49])[C:47]2[C:46](=[CH:53][CH:52]=[CH:51][CH:50]=2)[C:45]1=[O:54])([CH3:18])([CH3:17])[CH3:16]. Given the reactants N(C(OC(C)C)=O)=NC(OC(C)C)=O.[C:15]([O:19][CH2:20][CH2:21][CH2:22][OH:23])([CH3:18])([CH3:17])[CH3:16].C1(P(C2C=CC=CC=2)C2C=CC=CC=2)C=CC=CC=1.O[N:44]1[C:48](=[O:49])[C:47]2=[CH:50][CH:51]=[CH:52][CH:53]=[C:46]2[C:45]1=[O:54], predict the reaction product. (5) Given the reactants [NH2:1][C:2]1[NH:6][N:5]=[C:4]([NH:7][C:8]2[CH:13]=[C:12]([C:14]([F:17])([F:16])[F:15])[C:11]([C:18]3[CH:23]=[CH:22][C:21]([O:24][CH3:25])=[C:20]([S:26]([NH:29][CH:30]4[CH2:35][CH2:34][N:33](C(OC(C)(C)C)=O)[CH2:32][CH2:31]4)(=[O:28])=[O:27])[CH:19]=3)=[C:10]([Cl:43])[CH:9]=2)[N:3]=1.[F:44][C:45]([F:50])([F:49])[C:46]([OH:48])=[O:47], predict the reaction product. The product is: [F:44][C:45]([F:50])([F:49])[C:46]([OH:48])=[O:47].[NH:33]1[CH2:34][CH2:35][CH:30]([NH:29][S:26]([C:20]2[CH:19]=[C:18]([C:11]3[C:10]([Cl:43])=[CH:9][C:8]([NH:7][C:4]4[N:3]=[C:2]([NH2:1])[NH:6][N:5]=4)=[CH:13][C:12]=3[C:14]([F:15])([F:17])[F:16])[CH:23]=[CH:22][C:21]=2[O:24][CH3:25])(=[O:27])=[O:28])[CH2:31][CH2:32]1. (6) Given the reactants [CH3:1][N:2]1[C:7]2[N:8]=[CH:9][C:10]([O:12][C:13]3[CH:18]=[CH:17][CH:16]=[C:15]([C:19]([F:22])([F:21])[F:20])[CH:14]=3)=[CH:11][C:6]=2[C:5](=[O:23])[N:4]([CH2:24][CH2:25][CH2:26][O:27][CH:28]2[CH2:33][CH2:32][CH2:31][CH2:30][O:29]2)[C:3]1=[O:34].[Li+].CC([N-]C(C)C)C.[F:43][C:44]([F:54])([F:53])[C:45]1[CH:52]=[CH:51][C:48]([CH:49]=[O:50])=[CH:47][CH:46]=1, predict the reaction product. The product is: [OH:50][CH:49]([C:48]1[CH:47]=[CH:46][C:45]([C:44]([F:43])([F:53])[F:54])=[CH:52][CH:51]=1)[C:11]1[C:6]2[C:5](=[O:23])[N:4]([CH2:24][CH2:25][CH2:26][O:27][CH:28]3[CH2:33][CH2:32][CH2:31][CH2:30][O:29]3)[C:3](=[O:34])[N:2]([CH3:1])[C:7]=2[N:8]=[CH:9][C:10]=1[O:12][C:13]1[CH:18]=[CH:17][CH:16]=[C:15]([C:19]([F:20])([F:21])[F:22])[CH:14]=1. (7) Given the reactants CN(C(ON1N=NC2C=CC=NC1=2)=[N+](C)C)C.F[P-](F)(F)(F)(F)F.[NH2:25][C:26]1[C:27]([C:36]([OH:38])=O)=[CH:28][C:29]2[C:34]([CH:35]=1)=[CH:33][CH:32]=[CH:31][CH:30]=2.[NH2:39][CH:40]([CH2:45][CH2:46][CH2:47][CH2:48][CH3:49])[C:41]([O:43][CH3:44])=[O:42].C(N(C(C)C)CC)(C)C, predict the reaction product. The product is: [NH2:25][C:26]1[C:27]([C:36]([NH:39][CH:40]([CH2:45][CH2:46][CH2:47][CH2:48][CH3:49])[C:41]([O:43][CH3:44])=[O:42])=[O:38])=[CH:28][C:29]2[C:34]([CH:35]=1)=[CH:33][CH:32]=[CH:31][CH:30]=2. (8) The product is: [F:1][C@@:2]1([CH2:15][O:16][S:17]([C:20]([F:23])([F:22])[F:21])(=[O:19])=[O:18])[CH2:7][CH2:6][CH2:5][N:4]([C:8]([O:10][C:11]([CH3:12])([CH3:13])[CH3:14])=[O:9])[CH2:3]1. Given the reactants [F:1][C@@:2]1([CH2:15][OH:16])[CH2:7][CH2:6][CH2:5][N:4]([C:8]([O:10][C:11]([CH3:14])([CH3:13])[CH3:12])=[O:9])[CH2:3]1.[S:17](O[S:17]([C:20]([F:23])([F:22])[F:21])(=[O:19])=[O:18])([C:20]([F:23])([F:22])[F:21])(=[O:19])=[O:18].C(OC(C)C)(=O)C.C(O)(=O)CC(CC(O)=O)(C(O)=O)O, predict the reaction product. (9) Given the reactants Br[C:2]1[C:3]([C:8]2[N:9]=[CH:10][S:11][C:12]=2[CH2:13][C:14]2[N:19]=[CH:18][N:17]3[N:20]=[C:21]([CH3:23])[N:22]=[C:16]3[C:15]=2[CH2:24][CH2:25][CH3:26])=[N:4][CH:5]=[CH:6][CH:7]=1.[CH3:27][N:28](C=O)C, predict the reaction product. The product is: [CH3:23][C:21]1[N:22]=[C:16]2[N:17]([CH:18]=[N:19][C:14]([CH2:13][C:12]3[S:11][CH:10]=[N:9][C:8]=3[C:3]3[N:4]=[CH:5][CH:6]=[CH:7][C:2]=3[C:27]#[N:28])=[C:15]2[CH2:24][CH2:25][CH3:26])[N:20]=1.